From a dataset of Full USPTO retrosynthesis dataset with 1.9M reactions from patents (1976-2016). Predict the reactants needed to synthesize the given product. Given the product [Cl:16][C:13]1[CH:14]=[CH:15][C:10]([NH:9][C:7](=[O:8])[C:6]2[CH:5]=[CH:4][C:3]([CH2:48][N:46]([CH3:45])[CH3:47])=[CH:24][CH:23]=2)=[CH:11][C:12]=1[C:17]1[CH:22]=[CH:21][CH:20]=[CH:19][N:18]=1, predict the reactants needed to synthesize it. The reactants are: NC[C:3]1[CH:24]=[CH:23][C:6]([C:7]([NH:9][C:10]2[CH:15]=[CH:14][C:13]([Cl:16])=[C:12]([C:17]3[CH:22]=[CH:21][CH:20]=[CH:19][N:18]=3)[CH:11]=2)=[O:8])=[CH:5][CH:4]=1.CC(O)=O.C=O.C(O[BH-](OC(=O)C)OC(=O)C)(=O)C.[Na+].[CH3:45][N:46]([CH:48]=O)[CH3:47].